From a dataset of Full USPTO retrosynthesis dataset with 1.9M reactions from patents (1976-2016). Predict the reactants needed to synthesize the given product. (1) Given the product [CH:1]1([CH2:6][C@H:7]([NH:29][C:30]([C:32]2[O:33][C:34]([C:42]3[CH:43]=[CH:44][C:39]([F:38])=[CH:40][CH:41]=3)=[CH:35][CH:36]=2)=[O:31])[C:8](=[O:28])[NH:9][C@H:10]2[CH2:16][CH2:15][C@@H:14]([CH3:17])[N:13]([S:18]([C:21]3[CH:26]=[CH:25][CH:24]=[CH:23][N:22]=3)(=[O:20])=[O:19])[CH2:12][C:11]2=[O:27])[CH2:5][CH2:4][CH2:3][CH2:2]1, predict the reactants needed to synthesize it. The reactants are: [CH:1]1([CH2:6][C@H:7]([NH:29][C:30]([C:32]2[O:33][C:34](Br)=[CH:35][CH:36]=2)=[O:31])[C:8](=[O:28])[NH:9][C@H:10]2[CH2:16][CH2:15][C@@H:14]([CH3:17])[N:13]([S:18]([C:21]3[CH:26]=[CH:25][CH:24]=[CH:23][N:22]=3)(=[O:20])=[O:19])[CH2:12][C:11]2=[O:27])[CH2:5][CH2:4][CH2:3][CH2:2]1.[F:38][C:39]1[CH:44]=[CH:43][C:42](B(O)O)=[CH:41][CH:40]=1.CC(OI1(OC(C)=O)(OC(C)=O)OC(=O)C2C=CC=CC1=2)=O. (2) Given the product [Cl:1][C:2]1[CH:3]=[C:4]([CH:15]=[C:16]([Cl:18])[CH:17]=1)[CH2:5][N:6]([CH2:7][C:8]1[CH:9]=[CH:10][C:11]([F:14])=[CH:12][CH:13]=1)[C:63]([C:49]1[CH:54]=[C:53]([CH:52]=[CH:51][CH:50]=1)[CH2:29][NH:27][C:31](=[O:32])[O:33][C:34]([CH3:35])([CH3:36])[CH3:37])=[O:64], predict the reactants needed to synthesize it. The reactants are: [Cl:1][C:2]1[CH:3]=[C:4]([CH:15]=[C:16]([Cl:18])[CH:17]=1)[CH2:5][NH:6][CH2:7][C:8]1[CH:13]=[CH:12][C:11]([F:14])=[CH:10][CH:9]=1.CCN=C=NCCC[N:27]([CH3:29])C.Cl.[C:31](C(N)C1C=C(C=CC=1)C(O)=O)([O:33][C:34]([CH3:37])([CH3:36])[CH3:35])=[O:32].[CH:49]1[CH:50]=[CH:51][C:52]2N(O)N=N[C:53]=2[CH:54]=1.O.CN([CH:63]=[O:64])C. (3) Given the product [F:3][C:4]1[CH:12]=[CH:11][C:10]([C:13]2[N:17]=[C:16]([C:18]3[CH:19]=[N:20][C:21]([O:26][CH:27]([CH3:29])[CH3:28])=[C:22]([O:24][CH3:25])[CH:23]=3)[O:15][N:14]=2)=[C:9]2[C:5]=1[C:6]([CH2:30][CH2:31][C:32]([OH:34])=[O:33])=[CH:7][NH:8]2, predict the reactants needed to synthesize it. The reactants are: [OH-].[Na+].[F:3][C:4]1[CH:12]=[CH:11][C:10]([C:13]2[N:17]=[C:16]([C:18]3[CH:19]=[N:20][C:21]([O:26][CH:27]([CH3:29])[CH3:28])=[C:22]([O:24][CH3:25])[CH:23]=3)[O:15][N:14]=2)=[C:9]2[C:5]=1[C:6]([CH2:30][CH2:31][C:32]([O:34]CC)=[O:33])=[CH:7][NH:8]2.Cl. (4) Given the product [N+:17]([C:20]1[CH:21]=[CH:22][C:23]([C:24]([O:5][CH2:4][CH2:3][C:2]([CH3:9])([CH3:1])[CH2:6][CH:7]=[CH2:8])=[O:25])=[CH:27][CH:28]=1)([O-:19])=[O:18], predict the reactants needed to synthesize it. The reactants are: [CH3:1][C:2]([CH3:9])([CH2:6][CH:7]=[CH2:8])[CH2:3][CH2:4][OH:5].C(N(CC)CC)C.[N+:17]([C:20]1[CH:28]=[CH:27][C:23]([C:24](Cl)=[O:25])=[CH:22][CH:21]=1)([O-:19])=[O:18].O. (5) The reactants are: [CH:1]1[CH:6]=[N+:5]([CH:7]2[O:11][CH:10]([CH2:12][O:13][P:14]([O:17][P:18]([O:21][CH2:22][CH:23]3[O:27][CH:26]([N:28]4[C:32]5[N:33]=[CH:34][N:35]=[C:36]([NH2:37])[C:31]=5[N:30]=[CH:29]4)[CH:25]([O:38][P:39]([OH:42])([OH:41])=[O:40])[CH:24]3[OH:43])([OH:20])=[O:19])([OH:16])=[O:15])[CH:9]([OH:44])[CH:8]2[OH:45])[CH:4]=[C:3]([C:46]([NH2:48])=[O:47])[CH:2]=1.C(OP(O)(O)=O)[C@H]1O[C@@H](O)[C@H](O)[C@@H](O)[C@@H]1O.CCCCCCCCCCCCOCCO.CS(C)=O. Given the product [CH:34]1[N:35]=[C:36]([NH2:37])[C:31]2[N:30]=[CH:29][N:28]([C@@H:26]3[O:27][C@H:23]([CH2:22][O:21][P:18]([O:17][P:14]([O:13][CH2:12][C@H:10]4[O:11][C@@H:7]([N:5]5[CH:4]=[C:3]([C:46]([NH2:48])=[O:47])[CH2:2][CH:1]=[CH:6]5)[C@H:8]([OH:45])[C@@H:9]4[OH:44])([OH:16])=[O:15])([OH:20])=[O:19])[C@@H:24]([OH:43])[C@H:25]3[O:38][P:39]([OH:42])([OH:41])=[O:40])[C:32]=2[N:33]=1, predict the reactants needed to synthesize it. (6) Given the product [S:15]1[CH2:16][CH2:17][CH:12]([C:8]2[CH:9]=[C:10]([N:11]([CH2:36][O:39][CH2:33][CH2:35][Si:19]([CH3:21])([CH3:20])[CH3:18])[CH2:25][O:24][CH2:23][CH2:22][Si:19]([CH3:21])([CH3:20])[CH3:18])[N:3]3[N:4]=[CH:5][CH:6]=[C:2]3[N:1]=2)[CH2:13][CH2:14]1, predict the reactants needed to synthesize it. The reactants are: [NH2:1][C:2]1[CH:6]=[CH:5][NH:4][N:3]=1.O=[C:8]([CH:12]1[CH2:17][CH2:16][S:15][CH2:14][CH2:13]1)[CH2:9][C:10]#[N:11].[CH3:18][Si:19]([CH2:22][CH2:23][O:24][CH2:25]Cl)([CH3:21])[CH3:20].CCN([CH:33]([CH3:35])C)C(C)C.[C:36]([OH:39])(=O)C. (7) Given the product [NH:11]1[C:15]2[CH:16]=[CH:17][CH:18]=[CH:19][C:14]=2[N:13]=[C:12]1[C@H:8]([NH:9][C:10]([NH:30][CH2:29][C:26]1[CH:27]=[CH:28][N:23]=[CH:24][CH:25]=1)=[O:20])[CH2:7][C:6]1[CH:5]=[CH:4][C:3]([O:2][CH3:1])=[CH:22][CH:21]=1, predict the reactants needed to synthesize it. The reactants are: [CH3:1][O:2][C:3]1[CH:22]=[CH:21][C:6]([CH2:7][C@@H:8]2[C:12]3=[N:13][C:14]4[CH:19]=[CH:18][CH:17]=[CH:16][C:15]=4[N:11]3[C:10](=[O:20])[NH:9]2)=[CH:5][CH:4]=1.[N:23]1[CH:28]=[CH:27][C:26]([CH2:29][NH2:30])=[CH:25][CH:24]=1.C(O)(C(F)(F)F)=O. (8) Given the product [ClH:1].[CH:39]1([CH2:42][N:19]2[CH2:18][CH2:17][C@:15]34[C:16]5[C:3]6[O:2][C@H:14]3[C:13](=[O:20])[CH2:12][CH2:11][C@@:10]4([O:21][CH2:22][CH2:23][CH2:24][C:25]3[CH:26]=[CH:27][CH:28]=[CH:29][CH:30]=3)[C@H:9]2[CH2:8][C:7]=5[CH:6]=[CH:5][C:4]=6[O:31][CH3:32])[CH2:41][CH2:40]1, predict the reactants needed to synthesize it. The reactants are: [ClH:1].[O:2]1[C@@H:14]2[C@@:15]34[CH2:17][CH2:18][NH:19][C@@H:9]([C@:10]3([O:21][CH2:22][CH2:23][CH2:24][C:25]3[CH:30]=[CH:29][CH:28]=[CH:27][CH:26]=3)[CH2:11][CH2:12][C:13]2=[O:20])[CH2:8][C:7]2=[C:16]4[C:3]1=[C:4]([O:31][CH3:32])[CH:5]=[CH:6]2.C(=O)([O-])[O-].[K+].[K+].[CH:39]1([CH2:42]Br)[CH2:41][CH2:40]1. (9) The reactants are: O.[F-].C([N+](C)(C)C)C1C=CC=CC=1.[C:14]1([C:20]2([N:45]([CH3:47])[CH3:46])[CH2:25][CH2:24][CH:23]([CH2:26][O:27][CH2:28][C:29]3[C:37]4[C:32](=[N:33][CH:34]=[CH:35][CH:36]=4)[NH:31][C:30]=3[Si](CC)(CC)CC)[CH2:22][CH2:21]2)[CH:19]=[CH:18][CH:17]=[CH:16][CH:15]=1. Given the product [NH:31]1[C:32]2=[N:33][CH:34]=[CH:35][CH:36]=[C:37]2[C:29]([CH2:28][O:27][CH2:26][CH:23]2[CH2:24][CH2:25][C:20]([C:14]3[CH:19]=[CH:18][CH:17]=[CH:16][CH:15]=3)([N:45]([CH3:46])[CH3:47])[CH2:21][CH2:22]2)=[CH:30]1, predict the reactants needed to synthesize it.